From a dataset of Peptide-MHC class I binding affinity with 185,985 pairs from IEDB/IMGT. Regression. Given a peptide amino acid sequence and an MHC pseudo amino acid sequence, predict their binding affinity value. This is MHC class I binding data. (1) The peptide sequence is ALFEDYPGC. The MHC is HLA-A01:01 with pseudo-sequence HLA-A01:01. The binding affinity (normalized) is 0.0847. (2) The peptide sequence is IALCKVTVPT. The MHC is HLA-A02:02 with pseudo-sequence HLA-A02:02. The binding affinity (normalized) is 0.300. (3) The peptide sequence is PSKKHWLGK. The MHC is HLA-A26:01 with pseudo-sequence HLA-A26:01. The binding affinity (normalized) is 0.0847. (4) The peptide sequence is KLVDFRELNK. The MHC is HLA-A31:01 with pseudo-sequence HLA-A31:01. The binding affinity (normalized) is 0.500. (5) The peptide sequence is NPAWRKAVF. The MHC is HLA-B53:01 with pseudo-sequence HLA-B53:01. The binding affinity (normalized) is 0.336.